Dataset: B-cell epitopes from IEDB database with 3,159 antigens for binding position prediction. Task: Token-level Classification. Given an antigen amino acid sequence, predict which amino acid positions are active epitope sites capable of antibody binding. Output is a list of indices for active positions. (1) The epitope positions are: [68, 69, 70, 71, 72, 73, 74]. The amino acids at these positions are: AQEPPRQ. Given the antigen sequence: MAFELKLGQIYEVVPENNLRVRVGDAAQGKFSKASFLKYVKDGTQAELTGVAVVPEKYVFATAALATAAQEPPRQPPAQVVEPQETDIGIVPESETLTPNKLVFEKDPDKFLKTMGKGIALDLTGVTHKPKVINEPGKVSVEVAMKINAALMELCKKVMGA, which amino acid positions are active epitope sites? (2) Given the antigen sequence: MSVWRPSEATVYLPPVPVSKVVSTDEYVSRTSIYYYAGSSRLLAVGHPYFSIKNPTNAKKLLVPKVSGLQYRVFRVRLPDPNKFGFPDTSFYNPDTQRLVWACVGLEIGRGQPLGVGISGHPLLNKFDDTETGNKYPGQPGADNRECLSMDYKQTQLCLLGCKPPTGEHWGKGVACTNAAPANDCPPLELINTIIEDGDMVDTGFGCMDFKTLQANKSDVPIDICGSTCKYPDYLKMTSEPYGDSLFFFLRREQMFVRHFFNRAGTLGEAVPDDLYIKGSGTTASIQSSAFFPTPSGSMVTSESQLFNKPYWLQRAQGHNNGICWGNQVFVTVVDTTRSTNMTLCTQVTSDSTYKNENFKEYIRHVEEYDLQFVFQLCKVTLTAEVMTYIHAMNPDILEDWQFGLTPPPSASLQDTYRFVTSQAITCQKTVPPKEKEDPLGKYTFWEVDLKEKFSADLDQFPLGRKFLLQAGLKAKPKLKRAAPTSTRTSSAKRKKVKK, which amino acid positions are active epitope sites? The epitope positions are: [50, 51, 52, 53, 54, 55, 56, 57, 58]. The amino acids at these positions are: SIKNPTNAK. (3) Given the antigen sequence: MKITLHGVAETLLITLYIRAKDAMAKHPILNDQKSLAIVEQIEYDFDKFDNSEASFYATLARIRVMDREIKKFIRENPNSQILSIGCGLDTRFERVDNGQIRWYNLDLPEVMEIRKLFFEEHERVTNIAKSALDETWTREVNPQNAPFLIVSEGVLMFLKEDDVETFLHILTNSFSQFMAQFDLCHKEMINKGKQHDTVKYMDTEFQFGITDGHEIVDLDPKLKQINLINFTDEMSKFELGTLRSLLPTIRKFNNCLGVYEYKASEKK, which amino acid positions are active epitope sites? The epitope positions are: [214, 215, 216, 217, 218, 219, 220, 221, 222, 223, 224, 225, 226, 227, 228]. The amino acids at these positions are: EIVDLDPKLKQINLI. (4) Given the antigen sequence: MENITSGILGPLLVLQAGFFLLTRILTIRQSLDSWWTSLNFLGGTTVCLGENSQSPTSNHSPTSCPPTCPGYRSMCLRRFIIFLFILLLCLIFLLVLLDYQGMLPVCPLIPGSSTTSTGPCRTCMTTAQGTSMYPSCCCTKPSDGNCTCIPIPSSWAFGKFLWEWASARFSWLSLLVPFVQWFVGLSPTVWLSVIWMMWYWGPSLYSILSPFLPLLPIFFCLWVYI, which amino acid positions are active epitope sites? The epitope positions are: [116, 117, 118, 119, 120, 121]. The amino acids at these positions are: STGPCR. (5) Given the antigen sequence: MKASIFLALAILVITVVAVPADDKGQEDLKKKMMKHLGEVRRFFREDPLGQKIIDQFQEMISIAKAIRQRIRKRLGEYLKGLENE, which amino acid positions are active epitope sites? The epitope positions are: [20, 21, 22, 23, 24, 25, 26, 27, 28, 29, 30, 31, 32, 33, 34]. The amino acids at these positions are: ADDKGQEDLKKKMMK. (6) The epitope positions are: [45, 46, 47, 48, 49, 50, 51, 52]. The amino acids at these positions are: NTEEYIDG. Given the antigen sequence: MSLPLNPKPFLNGLTGKPVMVKLKWGMEYKGYLVSVDGYMNMQLANTEEYIDGALSGHLGEVLIRCNNVLYIRGVEEEEEDGEMRE, which amino acid positions are active epitope sites? (7) Given the antigen sequence: GQFRVIGPRHPIRALVGDEVELPCRISPGKNATGMEVGWYRPPFSRVVHLYRNGKDQDGDQAPEYRGRTELLKDAIGEGKVTLRIRNVRFSDEGGFTCFFRDHSYQEEAAMELKVEDPFYWVSPGVLVLLAVLPVLLLQITVGLVFLCLQYRLRGKLRAEIENLHRTFDPHFLRVPCWKITLFVIVPVLGPLVALIICYNWLHRRLAGQFLEELLFHLEALSG, which amino acid positions are active epitope sites? The epitope positions are: [193, 194, 195, 196, 197, 198, 199, 200, 201, 202, 203, 204, 205, 206, 207]. The amino acids at these positions are: ALIICYNWLHRRLAG.